Dataset: Reaction yield outcomes from USPTO patents with 853,638 reactions. Task: Predict the reaction yield, written as a fraction of the theoretical maximum amount of product (1.0 means a 100% yield; for example, 0.34 means a 34% yield). The reactants are [Br:1][C:2]1[C:3](F)=[C:4]2[C:10]([NH:11][C:12]([C:14]3[CH:19]=[CH:18][C:17](=[O:20])[N:16]([CH3:21])[CH:15]=3)=[O:13])=[CH:9][NH:8][C:5]2=[N:6][CH:7]=1.[CH3:23][N:24]([C@@H:32]1[CH2:37][CH2:36][CH2:35][NH:34][CH2:33]1)[C:25](=[O:31])[O:26][C:27]([CH3:30])([CH3:29])[CH3:28].CCN(C(C)C)C(C)C.[CH3:47][C:48]([O:51][C:52](O[C:52]([O:51][C:48]([CH3:50])([CH3:49])[CH3:47])=[O:53])=[O:53])([CH3:50])[CH3:49]. The catalyst is CCCCO.C(OCC)(=O)C. The product is [Br:1][C:2]1[C:3]([N:34]2[CH2:35][CH2:36][CH2:37][C@@H:32]([N:24]([C:25]([O:26][C:27]([CH3:30])([CH3:28])[CH3:29])=[O:31])[CH3:23])[CH2:33]2)=[C:4]2[C:10]([NH:11][C:12]([C:14]3[CH:19]=[CH:18][C:17](=[O:20])[N:16]([CH3:21])[CH:15]=3)=[O:13])=[CH:9][N:8]([C:52]([O:51][C:48]([CH3:50])([CH3:49])[CH3:47])=[O:53])[C:5]2=[N:6][CH:7]=1. The yield is 0.150.